From a dataset of Peptide-MHC class I binding affinity with 185,985 pairs from IEDB/IMGT. Regression. Given a peptide amino acid sequence and an MHC pseudo amino acid sequence, predict their binding affinity value. This is MHC class I binding data. (1) The peptide sequence is MLNCVGDHQA. The MHC is Mamu-B03 with pseudo-sequence Mamu-B03. The binding affinity (normalized) is 0. (2) The peptide sequence is ALFEDYPGC. The MHC is HLA-B35:01 with pseudo-sequence HLA-B35:01. The binding affinity (normalized) is 0.0847. (3) The peptide sequence is KSRENSTLI. The MHC is HLA-B58:01 with pseudo-sequence HLA-B58:01. The binding affinity (normalized) is 0.657. (4) The peptide sequence is EKLKSLYNTV. The MHC is HLA-A26:03 with pseudo-sequence HLA-A26:03. The binding affinity (normalized) is 0.0847.